Regression. Given two drug SMILES strings and cell line genomic features, predict the synergy score measuring deviation from expected non-interaction effect. From a dataset of NCI-60 drug combinations with 297,098 pairs across 59 cell lines. (1) Drug 1: CN(C)N=NC1=C(NC=N1)C(=O)N. Drug 2: CC(C1=C(C=CC(=C1Cl)F)Cl)OC2=C(N=CC(=C2)C3=CN(N=C3)C4CCNCC4)N. Cell line: SW-620. Synergy scores: CSS=-0.873, Synergy_ZIP=-0.814, Synergy_Bliss=-3.22, Synergy_Loewe=-22.4, Synergy_HSA=-8.38. (2) Drug 1: CC1=C2C(C(=O)C3(C(CC4C(C3C(C(C2(C)C)(CC1OC(=O)C(C(C5=CC=CC=C5)NC(=O)OC(C)(C)C)O)O)OC(=O)C6=CC=CC=C6)(CO4)OC(=O)C)OC)C)OC. Drug 2: CCC(=C(C1=CC=CC=C1)C2=CC=C(C=C2)OCCN(C)C)C3=CC=CC=C3.C(C(=O)O)C(CC(=O)O)(C(=O)O)O. Cell line: RXF 393. Synergy scores: CSS=62.2, Synergy_ZIP=27.5, Synergy_Bliss=27.6, Synergy_Loewe=-0.0839, Synergy_HSA=26.4. (3) Drug 1: CN(C)N=NC1=C(NC=N1)C(=O)N. Drug 2: CC1=C(C(=O)C2=C(C1=O)N3CC4C(C3(C2COC(=O)N)OC)N4)N. Cell line: UACC62. Synergy scores: CSS=28.9, Synergy_ZIP=-13.3, Synergy_Bliss=-11.2, Synergy_Loewe=-32.8, Synergy_HSA=-10.3. (4) Drug 1: COC1=CC(=CC(=C1O)OC)C2C3C(COC3=O)C(C4=CC5=C(C=C24)OCO5)OC6C(C(C7C(O6)COC(O7)C8=CC=CS8)O)O. Drug 2: CCC1=C2CN3C(=CC4=C(C3=O)COC(=O)C4(CC)O)C2=NC5=C1C=C(C=C5)O. Cell line: ACHN. Synergy scores: CSS=63.4, Synergy_ZIP=-3.33, Synergy_Bliss=-1.51, Synergy_Loewe=-3.85, Synergy_HSA=1.42. (5) Drug 1: CC1=CC2C(CCC3(C2CCC3(C(=O)C)OC(=O)C)C)C4(C1=CC(=O)CC4)C. Drug 2: CC1=CC=C(C=C1)C2=CC(=NN2C3=CC=C(C=C3)S(=O)(=O)N)C(F)(F)F. Cell line: HL-60(TB). Synergy scores: CSS=8.38, Synergy_ZIP=0.869, Synergy_Bliss=9.25, Synergy_Loewe=9.07, Synergy_HSA=6.28. (6) Drug 1: CN(CC1=CN=C2C(=N1)C(=NC(=N2)N)N)C3=CC=C(C=C3)C(=O)NC(CCC(=O)O)C(=O)O. Drug 2: CC1=C(C(CCC1)(C)C)C=CC(=CC=CC(=CC(=O)O)C)C. Cell line: SNB-75. Synergy scores: CSS=36.9, Synergy_ZIP=-1.27, Synergy_Bliss=-2.34, Synergy_Loewe=-60.5, Synergy_HSA=-2.02. (7) Drug 1: CC1=C2C(C(=O)C3(C(CC4C(C3C(C(C2(C)C)(CC1OC(=O)C(C(C5=CC=CC=C5)NC(=O)OC(C)(C)C)O)O)OC(=O)C6=CC=CC=C6)(CO4)OC(=O)C)OC)C)OC. Drug 2: C1=NNC2=C1C(=O)NC=N2. Cell line: SF-268. Synergy scores: CSS=17.1, Synergy_ZIP=-2.55, Synergy_Bliss=-6.93, Synergy_Loewe=-39.4, Synergy_HSA=-9.06.